This data is from NCI-60 drug combinations with 297,098 pairs across 59 cell lines. The task is: Regression. Given two drug SMILES strings and cell line genomic features, predict the synergy score measuring deviation from expected non-interaction effect. Drug 1: CS(=O)(=O)C1=CC(=C(C=C1)C(=O)NC2=CC(=C(C=C2)Cl)C3=CC=CC=N3)Cl. Drug 2: CC(C)CN1C=NC2=C1C3=CC=CC=C3N=C2N. Synergy scores: CSS=1.87, Synergy_ZIP=-0.852, Synergy_Bliss=-1.87, Synergy_Loewe=-3.68, Synergy_HSA=-3.54. Cell line: T-47D.